Dataset: Forward reaction prediction with 1.9M reactions from USPTO patents (1976-2016). Task: Predict the product of the given reaction. Given the reactants [ClH:1].[CH2:2]1[O:10][C:9]2[CH:8]=[CH:7][C:6]([CH2:11][C@H:12]([NH:16][CH2:17][CH2:18][CH3:19])[CH2:13][CH2:14][CH3:15])=[CH:5][C:4]=2[O:3]1, predict the reaction product. The product is: [ClH:1].[CH2:2]1[O:10][C:9]2[CH:8]=[CH:7][C:6]([CH2:11][C@H:12]([NH:16][CH2:17][CH2:18][CH3:19])[CH2:13][CH2:14][CH3:15])=[CH:5][C:4]=2[O:3]1.